Task: Predict the product of the given reaction.. Dataset: Forward reaction prediction with 1.9M reactions from USPTO patents (1976-2016) (1) Given the reactants [CH:1]1([CH:7]2[C:16]3[C:11](=[CH:12][CH:13]=[CH:14][CH:15]=3)[CH2:10][CH2:9][N:8]2[C:17](=[O:27])[CH2:18][NH:19][CH2:20][CH:21]2[CH2:26][CH2:25][CH2:24][CH2:23][CH2:22]2)[CH2:6][CH2:5][CH2:4][CH2:3][CH2:2]1.Br[CH2:29][CH2:30][OH:31].C(=O)([O-])[O-].[K+].[K+].[I-].[K+], predict the reaction product. The product is: [CH:1]1([CH:7]2[C:16]3[C:11](=[CH:12][CH:13]=[CH:14][CH:15]=3)[CH2:10][CH2:9][N:8]2[C:17](=[O:27])[CH2:18][N:19]([CH2:20][CH:21]2[CH2:22][CH2:23][CH2:24][CH2:25][CH2:26]2)[CH2:29][CH2:30][OH:31])[CH2:2][CH2:3][CH2:4][CH2:5][CH2:6]1. (2) Given the reactants [Cl:1][C:2]1[N:7]=[CH:6][N:5]=[C:4]([NH2:8])[C:3]=1[NH2:9].O1CCOCC1.[Cl:16][C:17]1[CH:24]=[CH:23][C:20]([CH:21]=O)=[CH:19][CH:18]=1, predict the reaction product. The product is: [Cl:1][C:2]1[N:7]=[CH:6][N:5]=[C:4]2[C:3]=1[N:9]=[C:21]([C:20]1[CH:23]=[CH:24][C:17]([Cl:16])=[CH:18][CH:19]=1)[NH:8]2. (3) Given the reactants F[C:2]1[C:7]([F:8])=[CH:6][C:5]([I:9])=[CH:4][N:3]=1.N1C=CC=CC=1.[NH2:16][CH2:17][C:18]([CH3:21])([OH:20])[CH3:19], predict the reaction product. The product is: [F:8][C:7]1[C:2]([NH:16][CH2:17][C:18]([CH3:21])([OH:20])[CH3:19])=[N:3][CH:4]=[C:5]([I:9])[CH:6]=1. (4) Given the reactants [CH:1]12[CH:6]([C:7](OCC)=[O:8])[CH:5]1[CH2:4][N:3]([C:12]([O:14][C:15]([CH3:18])([CH3:17])[CH3:16])=[O:13])[CH2:2]2.[Li+].[OH-].CC[N:23](C(C)C)C(C)C.C(Cl)CCl.C1C=CC2N(O)N=NC=2C=1.[NH4+].[Cl-], predict the reaction product. The product is: [C:7]([CH:6]1[CH:5]2[CH:1]1[CH2:2][N:3]([C:12]([O:14][C:15]([CH3:18])([CH3:17])[CH3:16])=[O:13])[CH2:4]2)(=[O:8])[NH2:23]. (5) Given the reactants Cl[S:2]([CH2:5][CH2:6][CH2:7][NH:8][C:9](=[O:11])[CH3:10])(=[O:4])=[O:3].[OH:12][CH2:13][C:14]([CH3:22])([CH3:21])[C:15]([O:17][CH:18]([CH3:20])[CH3:19])=[O:16].C(N(CC)CC)C, predict the reaction product. The product is: [C:9]([NH:8][CH2:7][CH2:6][CH2:5][S:2]([O:12][CH2:13][C:14]([CH3:21])([CH3:22])[C:15]([O:17][CH:18]([CH3:19])[CH3:20])=[O:16])(=[O:4])=[O:3])(=[O:11])[CH3:10]. (6) Given the reactants [C:1]1([CH2:7][CH2:8][CH2:9][CH2:10][CH2:11][CH2:12][C:13]([C:15]2[O:16][C:17]([C:20]([O:22]C)=[O:21])=[CH:18][N:19]=2)=[O:14])[CH:6]=[CH:5][CH:4]=[CH:3][CH:2]=1, predict the reaction product. The product is: [C:1]1([CH2:7][CH2:8][CH2:9][CH2:10][CH2:11][CH2:12][C:13]([C:15]2[O:16][C:17]([C:20]([OH:22])=[O:21])=[CH:18][N:19]=2)=[O:14])[CH:6]=[CH:5][CH:4]=[CH:3][CH:2]=1.